Dataset: Catalyst prediction with 721,799 reactions and 888 catalyst types from USPTO. Task: Predict which catalyst facilitates the given reaction. (1) Reactant: [C:1]([O:10][CH3:11])(=[O:9])[C:2]1[C:3](=[CH:5][CH:6]=[CH:7][CH:8]=1)[NH2:4].C([O-])([O-])=O.[K+].[K+].[Cl:18][CH2:19][C:20](Cl)=[O:21]. The catalyst class is: 84. Product: [CH3:11][O:10][C:1](=[O:9])[C:2]1[CH:8]=[CH:7][CH:6]=[CH:5][C:3]=1[NH:4][C:20](=[O:21])[CH2:19][Cl:18]. (2) Product: [OH:27][CH2:26][CH2:25][C:2]1[CH:11]=[C:10]2[C:5]([CH:6]=[C:7]([C:12]3[CH:19]=[CH:18][C:15]([C:16]#[N:17])=[CH:14][CH:13]=3)[N:8]=[CH:9]2)=[CH:4][CH:3]=1. Reactant: Br[C:2]1[CH:11]=[C:10]2[C:5]([CH:6]=[C:7]([C:12]3[CH:19]=[CH:18][C:15]([C:16]#[N:17])=[CH:14][CH:13]=3)[N:8]=[CH:9]2)=[CH:4][CH:3]=1.[Li]CCCC.[CH2:25]1[O:27][CH2:26]1. The catalyst class is: 1. (3) Reactant: [Cl:1][C:2]1[CH:7]=[C:6]([CH3:8])[C:5]([N+:9]([O-:11])=[O:10])=[CH:4][N:3]=1.OO.NC(N)=[O:16].FC(F)(F)C(OC(=O)C(F)(F)F)=O.O. Product: [Cl:1][C:2]1[CH:7]=[C:6]([CH3:8])[C:5]([N+:9]([O-:11])=[O:10])=[CH:4][N+:3]=1[O-:16]. The catalyst class is: 2.